This data is from Forward reaction prediction with 1.9M reactions from USPTO patents (1976-2016). The task is: Predict the product of the given reaction. (1) Given the reactants C(O)=O.[NH2:4][CH2:5][CH2:6][C:7]1[CH:38]=[CH:37][C:10]([NH:11][CH:12]2[CH2:17][CH2:16][N:15]([S:18]([C:21]3[CH:26]=[CH:25][C:24]([NH:27][C:28]([NH:30]CCCCCC)=[O:29])=[CH:23][CH:22]=3)(=[O:20])=[O:19])[CH2:14][CH2:13]2)=[CH:9][CH:8]=1.F[C:40]1[CH:50]=[CH:49][C:43]([O:44][CH2:45][C@@H:46]2[CH2:48][O:47]2)=[CH:42][CH:41]=1, predict the reaction product. The product is: [CH2:7]([C:49]1[CH:50]=[CH:40][CH:41]=[CH:42][C:43]=1[O:44][CH2:45][C@@H:46]([OH:47])[CH2:48][NH:4][CH2:5][CH2:6][C:7]1[CH:8]=[CH:9][C:10]([NH:11][CH:12]2[CH2:17][CH2:16][N:15]([S:18]([C:21]3[CH:22]=[CH:23][C:24]([N:27]([CH2:25][CH2:26][CH2:21][CH2:22][CH2:23][CH3:24])[C:28]([NH2:30])=[O:29])=[CH:25][CH:26]=3)(=[O:20])=[O:19])[CH2:14][CH2:13]2)=[CH:37][CH:38]=1)[CH:6]=[CH2:5]. (2) Given the reactants [Cl:1][C:2]1[CH:7]=[CH:6][C:5]([S:8]([N:11]2[CH2:17][CH2:16][CH2:15][CH2:14][C:13]3[CH:18]=[CH:19][CH:20]=[CH:21][C:12]2=3)(=[O:10])=[O:9])=[CH:4][C:3]=1[NH:22][C:23]([NH2:25])=[O:24].[F:26][C:27]([F:35])([F:34])[C:28](=O)[CH2:29][C:30](=O)[CH3:31].[OH-].[Na+], predict the reaction product. The product is: [Cl:1][C:2]1[CH:7]=[CH:6][C:5]([S:8]([N:11]2[CH2:17][CH2:16][CH2:15][CH2:14][C:13]3[CH:18]=[CH:19][CH:20]=[CH:21][C:12]2=3)(=[O:10])=[O:9])=[CH:4][C:3]=1[N:22]1[C:30]([CH3:31])=[CH:29][C:28]([C:27]([F:35])([F:34])[F:26])=[N:25][C:23]1=[O:24]. (3) Given the reactants [C:1]([NH:7][C:8](=[O:30])[NH:9][C:10]1[N:15]=[CH:14][C:13]([O:16][C:17]2[CH:22]=[CH:21][N:20]=[C:19]([NH:23][C:24](=O)[O:25]C(C)=C)[CH:18]=2)=[CH:12][CH:11]=1)(=[O:6])[C:2]([CH3:5])([CH3:4])[CH3:3].[CH2:31]([N:33]1[CH2:38][CH2:37][NH:36][CH2:35][CH2:34]1)[CH3:32].CN1CCCC1, predict the reaction product. The product is: [CH2:31]([N:33]1[CH2:38][CH2:37][N:36]([C:24]([NH:23][C:19]2[CH:18]=[C:17]([O:16][C:13]3[CH:14]=[N:15][C:10]([NH:9][C:8]([NH:7][C:1](=[O:6])[C:2]([CH3:5])([CH3:4])[CH3:3])=[O:30])=[CH:11][CH:12]=3)[CH:22]=[CH:21][N:20]=2)=[O:25])[CH2:35][CH2:34]1)[CH3:32]. (4) Given the reactants [N+:1]([C:4]1[CH:12]=[C:11]2[C:7]([CH:8]=[N:9][N:10]2[C:13]([O:15][C:16]([CH3:19])([CH3:18])[CH3:17])=[O:14])=[CH:6][CH:5]=1)([O-])=O, predict the reaction product. The product is: [NH2:1][C:4]1[CH:12]=[C:11]2[C:7]([CH:8]=[N:9][N:10]2[C:13]([O:15][C:16]([CH3:19])([CH3:18])[CH3:17])=[O:14])=[CH:6][CH:5]=1. (5) Given the reactants N#N.[C:3]([SiH2:7][O:8][C:9]([CH3:23])([CH3:22])[C:10]1[O:11][CH:12]=[C:13]([CH2:15][N:16]2[N:20]=[C:19]([NH2:21])[CH:18]=[N:17]2)[N:14]=1)([CH3:6])([CH3:5])[CH3:4].CCN(C(C)C)C(C)C.[CH:33]1[CH:38]=[C:37]([CH2:39][O:40][C:41](Cl)=[O:42])[C:36]([Cl:44])=[CH:35][CH:34]=1, predict the reaction product. The product is: [Cl:44][C:36]1[CH:35]=[CH:34][CH:33]=[CH:38][C:37]=1[CH2:39][O:40][C:41](=[O:42])[NH:21][C:19]1[CH:18]=[N:17][N:16]([CH2:15][C:13]2[N:14]=[C:10]([C:9]([CH3:23])([CH3:22])[O:8][SiH2:7][C:3]([CH3:6])([CH3:4])[CH3:5])[O:11][CH:12]=2)[N:20]=1. (6) Given the reactants [Cl:1][C:2]1[CH:7]=[CH:6][N:5]=[C:4]2[CH:8]=[CH:9][S:10][C:3]=12.[CH2:11]([Sn:15](Cl)([CH2:20][CH2:21][CH2:22][CH3:23])[CH2:16][CH2:17][CH2:18][CH3:19])[CH2:12][CH2:13][CH3:14], predict the reaction product. The product is: [Cl:1][C:2]1[CH:7]=[CH:6][N:5]=[C:4]2[CH:8]=[C:9]([Sn:15]([CH2:16][CH2:17][CH2:18][CH3:19])([CH2:20][CH2:21][CH2:22][CH3:23])[CH2:11][CH2:12][CH2:13][CH3:14])[S:10][C:3]=12. (7) The product is: [C:42]([CH2:41][CH2:40][C:10]1[C:11]([CH2:15][CH2:16][CH2:17][CH2:18][CH2:19][CH2:20][O:21][C:22]2[CH:27]=[C:26]([C:28]3[CH:29]=[C:30]4[C:34](=[CH:35][CH:36]=3)[NH:33][CH:32]=[CH:31]4)[CH:25]=[C:24]([O:37][CH2:38][CH3:39])[CH:23]=2)=[CH:12][CH:13]=[CH:14][C:9]=1[O:8][CH2:7][CH2:6][CH2:5][C:4]([OH:47])=[O:3])([OH:44])=[O:43]. Given the reactants C([O:3][C:4](=[O:47])[CH2:5][CH2:6][CH2:7][O:8][C:9]1[CH:14]=[CH:13][CH:12]=[C:11]([CH2:15][CH2:16][CH2:17][CH2:18][CH2:19][CH2:20][O:21][C:22]2[CH:27]=[C:26]([C:28]3[CH:29]=[C:30]4[C:34](=[CH:35][CH:36]=3)[NH:33][CH:32]=[CH:31]4)[CH:25]=[C:24]([O:37][CH2:38][CH3:39])[CH:23]=2)[C:10]=1[CH2:40][CH2:41][C:42]([O:44]CC)=[O:43])C.[OH-].[Na+], predict the reaction product.